Dataset: Reaction yield outcomes from USPTO patents with 853,638 reactions. Task: Predict the reaction yield, written as a fraction of the theoretical maximum amount of product (1.0 means a 100% yield; for example, 0.34 means a 34% yield). (1) The reactants are Cl[CH2:2][CH2:3][CH2:4][N:5]1[CH2:10][CH2:9][S:8][C:7]2[CH:11]=[C:12]([N+:15]([O-:17])=[O:16])[CH:13]=[CH:14][C:6]1=2.[NH:18]1[CH2:22][CH2:21][CH2:20][CH2:19]1.C(=O)([O-])[O-].[K+].[K+].[I-].[K+]. The catalyst is C(#N)C.O. The product is [N+:15]([C:12]1[CH:13]=[CH:14][C:6]2[N:5]([CH2:4][CH2:3][CH2:2][N:18]3[CH2:22][CH2:21][CH2:20][CH2:19]3)[CH2:10][CH2:9][S:8][C:7]=2[CH:11]=1)([O-:17])=[O:16]. The yield is 0.940. (2) The reactants are C(OC([NH:8][CH2:9][CH:10]([CH2:22][CH:23]([CH3:25])[CH3:24])[CH2:11][C:12]([O:14][CH2:15][C:16]1[CH:21]=[CH:20][CH:19]=[CH:18][CH:17]=1)=[O:13])=O)(C)(C)C.[ClH:26]. The catalyst is O1CCOCC1. The product is [ClH:26].[NH2:8][CH2:9][CH:10]([CH2:22][CH:23]([CH3:25])[CH3:24])[CH2:11][C:12]([O:14][CH2:15][C:16]1[CH:17]=[CH:18][CH:19]=[CH:20][CH:21]=1)=[O:13]. The yield is 0.880. (3) The reactants are [CH:1]1([CH2:7][O:8][N:9]2C(=O)C3C(=CC=CC=3)C2=O)[CH2:6][CH2:5][CH2:4][CH2:3][CH2:2]1.NN.[CH3:22][O:23][C:24]1[CH:29]=[CH:28][C:27]([S:30](Cl)(=[O:32])=[O:31])=[CH:26][CH:25]=1.C(N(C(C)C)CC)(C)C. The catalyst is C1COCC1. The product is [CH:1]1([CH2:7][O:8][NH:9][S:30]([C:27]2[CH:26]=[CH:25][C:24]([O:23][CH3:22])=[CH:29][CH:28]=2)(=[O:32])=[O:31])[CH2:2][CH2:3][CH2:4][CH2:5][CH2:6]1. The yield is 0.800.